Dataset: Forward reaction prediction with 1.9M reactions from USPTO patents (1976-2016). Task: Predict the product of the given reaction. (1) Given the reactants Br[CH2:2][C:3]1[CH:8]=[C:7]([O:9][CH2:10][CH2:11][O:12][CH3:13])[CH:6]=[CH:5][C:4]=1[Cl:14].C[N+]1([O-])CC[O:19]CC1, predict the reaction product. The product is: [Cl:14][C:4]1[CH:5]=[CH:6][C:7]([O:9][CH2:10][CH2:11][O:12][CH3:13])=[CH:8][C:3]=1[CH:2]=[O:19]. (2) Given the reactants [Br:1][C:2]1[CH:3]=[CH:4][C:5]([C:16]([N:18]2[CH2:22][CH2:21][S:20][CH2:19]2)=O)=[C:6]([C:8]([C:10]2[CH:15]=[CH:14][CH:13]=[CH:12][CH:11]=2)=[O:9])[CH:7]=1, predict the reaction product. The product is: [Br:1][C:2]1[CH:3]=[CH:4][C:5]([CH2:16][N:18]([CH2:22][CH2:21][SH:20])[CH3:19])=[C:6]([CH:8]([C:10]2[CH:15]=[CH:14][CH:13]=[CH:12][CH:11]=2)[OH:9])[CH:7]=1. (3) Given the reactants [CH3:1][O:2][C:3](=[O:32])[NH:4][CH:5]([C:9]([N:11]1[CH2:15][CH2:14][CH2:13][CH:12]1[C:16]1[NH:17][C:18]([C:21]2[CH:30]=[CH:29][C:28]3[C:23](=[CH:24][CH:25]=[C:26](Br)[CH:27]=3)[CH:22]=2)=[CH:19][N:20]=1)=[O:10])[CH:6]([CH3:8])[CH3:7].[CH3:33][O:34][C:35](=[O:72])[NH:36][CH:37]([C:41]([N:43]1[CH2:47][CH2:46][CH2:45][CH:44]1[C:48]1[NH:49][C:50]([C:53]2[CH:62]=[CH:61][C:60]3[C:55](=[CH:56][CH:57]=[C:58](B4OC(C)(C)C(C)(C)O4)[CH:59]=3)[CH:54]=2)=[CH:51][N:52]=1)=[O:42])[CH:38]([CH3:40])[CH3:39].C([O-])(O)=O.[Na+], predict the reaction product. The product is: [CH3:1][O:2][C:3](=[O:32])[NH:4][CH:5]([C:9]([N:11]1[CH2:15][CH2:14][CH2:13][CH:12]1[C:16]1[NH:17][C:18]([C:21]2[CH:22]=[C:23]3[C:28](=[CH:29][CH:30]=2)[CH:27]=[C:26]([C:58]2[CH:57]=[CH:56][C:55]4[C:60](=[CH:61][CH:62]=[C:53]([C:50]5[NH:49][C:48]([CH:44]6[CH2:45][CH2:46][CH2:47][N:43]6[C:41](=[O:42])[CH:37]([NH:36][C:35]([O:34][CH3:33])=[O:72])[CH:38]([CH3:40])[CH3:39])=[N:52][CH:51]=5)[CH:54]=4)[CH:59]=2)[CH:25]=[CH:24]3)=[CH:19][N:20]=1)=[O:10])[CH:6]([CH3:8])[CH3:7].